Dataset: Blood-brain barrier permeability classification from the B3DB database. Task: Regression/Classification. Given a drug SMILES string, predict its absorption, distribution, metabolism, or excretion properties. Task type varies by dataset: regression for continuous measurements (e.g., permeability, clearance, half-life) or binary classification for categorical outcomes (e.g., BBB penetration, CYP inhibition). Dataset: b3db_classification. (1) The molecule is CCCC(CC)C1(CC)C(=O)NC(=O)NC1=O. The result is 1 (penetrates BBB). (2) The compound is Clc1ccc2c(c1)C(c1ccccc1)=NCc1nncn1-2. The result is 1 (penetrates BBB). (3) The result is 0 (does not penetrate BBB). The compound is C[C@H](CCC(=O)O)[C@H]1CC[C@H]2[C@@H]3C(=O)C[C@@H]4CC(=O)CC[C@]4(C)[C@H]3CC(=O)[C@@]21C. (4) The compound is COc1ccc(S(N)(=O)=O)cc1C(=O)NCC1CCCN1C. The result is 1 (penetrates BBB). (5) The drug is CN(C(=O)Cc1ccc(Cl)c(Cl)c1)[C@H]1CCC2(CCCO2)C[C@@H]1N1CCCC1. The result is 1 (penetrates BBB).